From a dataset of Full USPTO retrosynthesis dataset with 1.9M reactions from patents (1976-2016). Predict the reactants needed to synthesize the given product. (1) Given the product [Cl:1][C:2]1[CH:3]=[C:4]([C:28]([NH:70][C@@H:69]2[CH2:64][CH2:65][S:66][C:67]2=[O:68])=[O:30])[CH:5]=[N:6][C:7]=1[NH:8][NH:9][C:10]([NH:12][CH:13]1[C:19]2[CH:20]=[N:21][CH:22]=[CH:23][C:18]=2[CH2:17][CH2:16][C:15]2[CH:24]=[CH:25][CH:26]=[CH:27][C:14]1=2)=[S:11], predict the reactants needed to synthesize it. The reactants are: [Cl:1][C:2]1[CH:3]=[C:4]([C:28]([OH:30])=O)[CH:5]=[N:6][C:7]=1[NH:8][NH:9][C:10]([NH:12][CH:13]1[C:19]2[CH:20]=[N:21][CH:22]=[CH:23][C:18]=2[CH2:17][CH2:16][C:15]2[CH:24]=[CH:25][CH:26]=[CH:27][C:14]1=2)=[S:11].CN(C(ON1N=NC2C=CC=NC1=2)=[N+](C)C)C.F[P-](F)(F)(F)(F)F.CCN(C(C)C)C(C)C.[CH2:64]1[C@@H:69]([NH2:70])[C:67](=[O:68])[S:66][CH2:65]1.Cl. (2) Given the product [CH:10]1([S:9][C:5]2[N:4]=[C:3]([CH2:2][O:29][C:25]3[C:24]([F:30])=[CH:23][C:22]([CH:20]4[CH2:21][CH:19]4[C:17]([OH:18])=[O:16])=[CH:27][C:26]=3[F:28])[CH:8]=[CH:7][CH:6]=2)[CH2:13][CH2:12][CH2:11]1, predict the reactants needed to synthesize it. The reactants are: Cl[CH2:2][C:3]1[CH:8]=[CH:7][CH:6]=[C:5]([S:9][CH:10]2[CH2:13][CH2:12][CH2:11]2)[N:4]=1.C([O:16][C:17]([CH:19]1[CH2:21][CH:20]1[C:22]1[CH:27]=[C:26]([F:28])[C:25]([OH:29])=[C:24]([F:30])[CH:23]=1)=[O:18])C. (3) Given the product [Cl:1][C:2]1[C:10]([F:11])=[CH:9][C:5]([C:6]([NH:21][C:19]2[CH:18]=[CH:17][N:16]=[C:15]([O:14][CH3:13])[CH:20]=2)=[O:7])=[C:4]([F:12])[CH:3]=1, predict the reactants needed to synthesize it. The reactants are: [Cl:1][C:2]1[C:10]([F:11])=[CH:9][C:5]([C:6](Cl)=[O:7])=[C:4]([F:12])[CH:3]=1.[CH3:13][O:14][C:15]1[CH:20]=[C:19]([NH2:21])[CH:18]=[CH:17][N:16]=1.N1C=CC=CC=1.Cl. (4) Given the product [O:36]1[C:14]2[CH:19]=[CH:18][CH:17]=[CH:16][C:15]=2[N:20]=[C:21]1[CH2:22][C:23]1[NH:24][C:25](=[O:35])[CH:26]=[C:27]([N:29]2[CH2:30][CH2:31][O:32][CH2:33][CH2:34]2)[N:28]=1, predict the reactants needed to synthesize it. The reactants are: O.CC1C=CC(S(O)(=O)=O)=CC=1.O[C:14]1[CH:19]=[CH:18][CH:17]=[CH:16][C:15]=1[NH:20][C:21](=[O:36])[CH2:22][C:23]1[NH:24][C:25](=[O:35])[CH:26]=[C:27]([N:29]2[CH2:34][CH2:33][O:32][CH2:31][CH2:30]2)[N:28]=1. (5) Given the product [Br:1][C:2]1[CH:3]=[C:4]2[C:9](=[CH:10][CH:11]=1)[N:8]=[C:7]([Cl:22])[N:6]=[C:5]2[C:13]1[CH:18]=[CH:17][CH:16]=[C:15]([Cl:19])[CH:14]=1, predict the reactants needed to synthesize it. The reactants are: [Br:1][C:2]1[CH:3]=[C:4]2[C:9](=[CH:10][CH:11]=1)[NH:8][C:7](=O)[N:6]=[C:5]2[C:13]1[CH:18]=[CH:17][CH:16]=[C:15]([Cl:19])[CH:14]=1.P(Cl)(Cl)([Cl:22])=O. (6) The reactants are: Br[C:2]1[CH:19]=[C:18]([F:20])[C:5]([CH2:6][N:7]2[C:16]3[C:11](=[CH:12][CH:13]=[CH:14][CH:15]=3)[N:10]=[CH:9][C:8]2=[O:17])=[C:4]([F:21])[CH:3]=1.[CH3:22][N:23]1[CH:31]=[C:30]2[C:25]([CH:26]=[CH:27][CH:28]=[C:29]2B(O)O)=[N:24]1.C([O-])([O-])=O.[Cs+].[Cs+].O. Given the product [F:20][C:18]1[CH:19]=[C:2]([C:29]2[C:30]3[C:25]([CH:26]=[CH:27][CH:28]=2)=[N:24][N:23]([CH3:22])[CH:31]=3)[CH:3]=[C:4]([F:21])[C:5]=1[CH2:6][N:7]1[C:16]2[C:11](=[CH:12][CH:13]=[CH:14][CH:15]=2)[N:10]=[CH:9][C:8]1=[O:17], predict the reactants needed to synthesize it.